From a dataset of Full USPTO retrosynthesis dataset with 1.9M reactions from patents (1976-2016). Predict the reactants needed to synthesize the given product. Given the product [OH:12][CH2:11][CH:7]1[CH2:8][CH2:9][C:10]2[N:1]=[CH:2][CH:3]=[CH:4][C:5]=2[CH2:6]1, predict the reactants needed to synthesize it. The reactants are: [N:1]1[C:10]2[CH2:9][CH2:8][CH:7]([C:11](OC)=[O:12])[CH2:6][C:5]=2[CH:4]=[CH:3][CH:2]=1.[H-].[H-].[H-].[H-].[Li+].[Al+3].